Dataset: Tyrosyl-DNA phosphodiesterase HTS with 341,365 compounds. Task: Binary Classification. Given a drug SMILES string, predict its activity (active/inactive) in a high-throughput screening assay against a specified biological target. (1) The drug is S(c1[nH]c(c2ccccc2)cc(=O)n1)CC(=O)Nc1c(OC)ccc(OC)c1. The result is 0 (inactive). (2) The molecule is Clc1cc(C2C(C3N(C2C(=O)C)C=Cc2c3cccc2)(C#N)C#N)ccc1. The result is 0 (inactive). (3) The result is 0 (inactive). The compound is S(c1n(c2cc(OC)ccc2)c(=O)c2c(n1)cccc2)CC(=O)Nc1sc2c(n1)cccc2.